From a dataset of Catalyst prediction with 721,799 reactions and 888 catalyst types from USPTO. Predict which catalyst facilitates the given reaction. (1) Reactant: [CH3:1][N:2]1[C:11](=[O:12])[C:10]2[N:9]([CH2:13][C:14]3[CH:19]=[CH:18][CH:17]=[CH:16][C:15]=3[C:20]#[N:21])[C:8]([Cl:22])=[N:7][C:6]=2[NH:5][C:3]1=[O:4].[CH3:23][O:24][C:25]1[CH:30]=[CH:29][C:28]([CH2:31][CH2:32]O)=[CH:27][CH:26]=1.C1(P(C2C=CC=CC=2)C2C=CC=CC=2)C=CC=CC=1.N(C(OCC)=O)=NC(OCC)=O. Product: [CH3:1][N:2]1[C:11](=[O:12])[C:10]2[N:9]([CH2:13][C:14]3[CH:19]=[CH:18][CH:17]=[CH:16][C:15]=3[C:20]#[N:21])[C:8]([Cl:22])=[N:7][C:6]=2[N:5]([CH2:32][CH2:31][C:28]2[CH:29]=[CH:30][C:25]([O:24][CH3:23])=[CH:26][CH:27]=2)[C:3]1=[O:4]. The catalyst class is: 7. (2) The catalyst class is: 3. Product: [Br:31][CH2:32][CH2:33][N:19]1[C:18]([O:22][CH3:23])=[N:17][C:16]2[C:20]1=[N:21][C:13]([NH:12][CH2:8][CH2:9][CH2:10][CH3:11])=[N:14][C:15]=2[NH2:24]. Reactant: FC(F)(F)C(O)=O.[CH2:8]([NH:12][C:13]1[N:21]=[C:20]2[C:16]([N:17]=[C:18]([O:22][CH3:23])[NH:19]2)=[C:15]([NH2:24])[N:14]=1)[CH2:9][CH2:10][CH3:11].C(=O)([O-])[O-].[K+].[K+].[Br:31][CH2:32][CH2:33]Br. (3) The catalyst class is: 2. Product: [F:1][C:2]1[CH:26]=[CH:25][C:5]([CH2:6][N:7]2[C:15]3[C:10](=[N:11][CH:12]=[CH:13][CH:14]=3)[C:9]([C:16]([NH:18][CH:19]3[CH2:24][CH2:23][N:22]([CH3:29])[CH2:21][CH2:20]3)=[O:17])=[CH:8]2)=[CH:4][CH:3]=1. Reactant: [F:1][C:2]1[CH:26]=[CH:25][C:5]([CH2:6][N:7]2[C:15]3[C:10](=[N:11][CH:12]=[CH:13][CH:14]=3)[C:9]([C:16]([NH:18][CH:19]3[CH2:24][CH2:23][NH:22][CH2:21][CH2:20]3)=[O:17])=[CH:8]2)=[CH:4][CH:3]=1.C=O.[C:29](O[BH-](OC(=O)C)OC(=O)C)(=O)C.[Na+]. (4) Reactant: Cl[C:2]1[CH:7]=[N:6][CH:5]=[C:4]([O:8][C:9]2[CH:14]=[CH:13][C:12]([C:15]3[CH:20]=[CH:19][CH:18]=[CH:17][CH:16]=3)=[CH:11][CH:10]=2)[N:3]=1.[CH3:21][O:22][C:23]1[CH:24]=[C:25]([CH:27]=[C:28]([O:32][CH3:33])[C:29]=1[O:30][CH3:31])[NH2:26]. The catalyst class is: 25. Product: [CH3:33][O:32][C:28]1[CH:27]=[C:25]([NH:26][C:2]2[CH:7]=[N:6][CH:5]=[C:4]([O:8][C:9]3[CH:14]=[CH:13][C:12]([C:15]4[CH:20]=[CH:19][CH:18]=[CH:17][CH:16]=4)=[CH:11][CH:10]=3)[N:3]=2)[CH:24]=[C:23]([O:22][CH3:21])[C:29]=1[O:30][CH3:31].